From a dataset of Full USPTO retrosynthesis dataset with 1.9M reactions from patents (1976-2016). Predict the reactants needed to synthesize the given product. (1) Given the product [ClH:43].[N:8]1([C:5]2[CH:6]=[CH:7][C:2]([NH:1][S:40]([C:33]3[C:34]([CH3:39])=[CH:35][C:36]([CH3:38])=[CH:37][C:32]=3[CH3:44])(=[O:42])=[O:41])=[C:3]([NH:22][S:23]([C:26]3[CH:27]=[CH:28][CH:29]=[CH:30][CH:31]=3)(=[O:25])=[O:24])[CH:4]=2)[CH2:14][CH2:13][CH2:12][NH:11][CH2:10][CH2:9]1, predict the reactants needed to synthesize it. The reactants are: [NH2:1][C:2]1[CH:7]=[CH:6][C:5]([N:8]2[CH2:14][CH2:13][CH2:12][N:11](C(OC(C)(C)C)=O)[CH2:10][CH2:9]2)=[CH:4][C:3]=1[NH:22][S:23]([C:26]1[CH:31]=[CH:30][CH:29]=[CH:28][CH:27]=1)(=[O:25])=[O:24].[C:32]1([CH3:44])[CH:37]=[C:36]([CH3:38])[CH:35]=[C:34]([CH3:39])[C:33]=1[S:40]([Cl:43])(=[O:42])=[O:41]. (2) Given the product [F:1][C:2]([F:29])([F:28])[S:3]([C:6]1[CH:7]=[CH:8][C:9]2[O:14][CH2:13][C@H:12]([CH2:15][NH:32][CH2:30][CH3:31])[O:11][C:10]=2[CH:27]=1)(=[O:4])=[O:5], predict the reactants needed to synthesize it. The reactants are: [F:1][C:2]([F:29])([F:28])[S:3]([C:6]1[CH:7]=[CH:8][C:9]2[O:14][CH2:13][C@H:12]([CH2:15]OS(C3C=CC(C)=CC=3)(=O)=O)[O:11][C:10]=2[CH:27]=1)(=[O:5])=[O:4].[CH2:30]([NH2:32])[CH3:31].Cl. (3) Given the product [ClH:2].[C:19]1([C:25]2[CH:30]=[C:29]([CH2:31][CH2:32][N:33]3[CH2:34][CH2:35][O:36][CH2:37][CH2:38]3)[CH:28]=[CH:27][C:26]=2[NH:39][C:16]([C:5]2[NH:4][C:3]([Cl:2])=[CH:7][N:6]=2)=[O:18])[CH2:24][CH2:23][CH2:22][CH2:21][CH:20]=1, predict the reactants needed to synthesize it. The reactants are: [K+].[Cl:2][C:3]1[N:4]=[C:5]([C:16]([O-:18])=O)[N:6](COCC[Si](C)(C)C)[CH:7]=1.[C:19]1([C:25]2[CH:30]=[C:29]([CH2:31][CH2:32][N:33]3[CH2:38][CH2:37][O:36][CH2:35][CH2:34]3)[CH:28]=[CH:27][C:26]=2[NH2:39])[CH2:24][CH2:23][CH2:22][CH2:21][CH:20]=1.FC(F)(F)C(O)=O. (4) Given the product [ClH:31].[CH2:46]([N:45]([CH3:43])[CH2:48][CH2:49][C:9]1[CH:10]=[C:11]([NH:14][C:15]2[N:24]=[CH:23][C:22]3[CH2:21][C@@H:20]([C:25]4[CH:30]=[CH:29][C:28]([Cl:31])=[C:27]([Cl:32])[CH:26]=4)[C:19]4[CH:33]=[CH:34][CH:35]=[CH:36][C:18]=4[C:17]=3[N:16]=2)[CH:12]=[CH:13][CH:8]=1)[CH2:47][CH2:39][CH3:40], predict the reactants needed to synthesize it. The reactants are: CS(OCC[C:8]1[CH:13]=[CH:12][C:11]([NH:14][C:15]2[N:24]=[CH:23][C:22]3[CH2:21][C@@H:20]([C:25]4[CH:30]=[CH:29][C:28]([Cl:31])=[C:27]([Cl:32])[CH:26]=4)[C:19]4[CH:33]=[CH:34][CH:35]=[CH:36][C:18]=4[C:17]=3[N:16]=2)=[CH:10][CH:9]=1)(=O)=O.CN[CH2:39][CH2:40]CC.[CH2:43]([N:45]([CH2:48][CH3:49])[CH2:46][CH3:47])C. (5) Given the product [C:1]1([S:7]([CH2:10][C:11]2[C:16]([C:17]([O:19][CH3:20])=[O:18])=[C:15]([O:22][CH2:23][CH2:24][CH2:72][NH:71][C:69]([O:68][C:64]([CH3:67])([CH3:66])[CH3:65])=[O:70])[C:14]([C:33]3[CH:37]=[CH:36][O:35][CH:34]=3)=[CH:13][CH:12]=2)(=[O:8])=[O:9])[CH:6]=[CH:5][CH:4]=[CH:3][CH:2]=1, predict the reactants needed to synthesize it. The reactants are: [C:1]1([S:7]([CH2:10][C:11]2[C:16]([C:17]([O:19][CH2:20]C)=[O:18])=[C:15]([O:22][CH2:23][CH2:24]NC(OC(C)(C)C)=O)[C:14]([C:33]3[CH:37]=[CH:36][O:35][CH:34]=3)=[CH:13][CH:12]=2)(=[O:9])=[O:8])[CH:6]=[CH:5][CH:4]=[CH:3][CH:2]=1.C1(S(CC2C(C(OC)=O)=C(O)C(C3C=COC=3)=CC=2)(=O)=O)C=CC=CC=1.[C:64]([O:68][C:69]([NH:71][CH2:72]CCBr)=[O:70])([CH3:67])([CH3:66])[CH3:65]. (6) Given the product [Br:1][C:2]1[CH:10]=[CH:9][CH:8]=[C:7]2[C:3]=1[CH:4]=[CH:5][N:6]2[S:13]([C:16]1[CH:22]=[CH:21][C:19]([CH3:20])=[CH:18][CH:17]=1)(=[O:15])=[O:14], predict the reactants needed to synthesize it. The reactants are: [Br:1][C:2]1[CH:10]=[CH:9][CH:8]=[C:7]2[C:3]=1[CH:4]=[CH:5][NH:6]2.[OH-].[K+].[S:13](Cl)([C:16]1[CH:22]=[CH:21][C:19]([CH3:20])=[CH:18][CH:17]=1)(=[O:15])=[O:14].